Dataset: Catalyst prediction with 721,799 reactions and 888 catalyst types from USPTO. Task: Predict which catalyst facilitates the given reaction. Reactant: [CH:1]1([CH:7]([NH:20][C:21]2[CH:29]=[CH:28][C:24](C(O)=O)=[CH:23][CH:22]=2)[C:8]2[N:12]([CH3:13])[C:11]3[CH:14]=[C:15]([O:18][CH3:19])[CH:16]=[CH:17][C:10]=3[N:9]=2)[CH2:6][CH2:5][CH2:4][CH2:3][CH2:2]1.CNC[CH2:33][C:34]([O:36][CH2:37][CH3:38])=[O:35].O.ON1C2C=CC=CC=2N=N1.Cl.C(N=C=NCCCN(C)C)C.[Cl-].[NH4+].[CH3:64][N:65]([CH3:68])[CH:66]=[O:67]. Product: [CH:1]1([CH:7]([NH:20][C:21]2[CH:22]=[CH:23][C:24]([C:66]([N:65]([CH3:68])[CH2:64][CH2:33][C:34]([O:36][CH2:37][CH3:38])=[O:35])=[O:67])=[CH:28][CH:29]=2)[C:8]2[N:12]([CH3:13])[C:11]3[CH:14]=[C:15]([O:18][CH3:19])[CH:16]=[CH:17][C:10]=3[N:9]=2)[CH2:2][CH2:3][CH2:4][CH2:5][CH2:6]1. The catalyst class is: 66.